This data is from Catalyst prediction with 721,799 reactions and 888 catalyst types from USPTO. The task is: Predict which catalyst facilitates the given reaction. (1) Reactant: CS([C:4]1[S:5][C:6]2[CH:12]=[C:11]([CH2:13][N:14]3[CH:19]=[CH:18][N:17]=[C:16]([N:20]4[CH2:25][CH2:24][O:23][CH2:22][CH2:21]4)[C:15]3=[O:26])[CH:10]=[CH:9][C:7]=2[N:8]=1)=O.[NH2:27][C@@H:28]1[CH2:33][CH2:32][CH2:31][CH2:30][C@H:29]1[OH:34].CCN(C(C)C)C(C)C.O. Product: [OH:34][C@@H:29]1[CH2:30][CH2:31][CH2:32][CH2:33][C@H:28]1[NH:27][C:4]1[S:5][C:6]2[CH:12]=[C:11]([CH2:13][N:14]3[CH:19]=[CH:18][N:17]=[C:16]([N:20]4[CH2:25][CH2:24][O:23][CH2:22][CH2:21]4)[C:15]3=[O:26])[CH:10]=[CH:9][C:7]=2[N:8]=1. The catalyst class is: 44. (2) The catalyst class is: 3. Reactant: [H-].[Na+].[NH:3]1[C:11]2[C:6](=[CH:7][CH:8]=[CH:9][CH:10]=2)[C:5]([CH:12]=[O:13])=[CH:4]1.[CH2:14]([O:16][C:17](=[O:21])[CH2:18][CH2:19]Cl)[CH3:15]. Product: [CH2:14]([O:16][C:17](=[O:21])[CH2:18][CH2:19][N:3]1[C:11]2[C:6](=[CH:7][CH:8]=[CH:9][CH:10]=2)[C:5]([CH:12]=[O:13])=[CH:4]1)[CH3:15]. (3) Reactant: Cl[C:2]1[NH:6][C:5]2[CH:7]=[CH:8][CH:9]=[CH:10][C:4]=2[N:3]=1.[CH3:11][NH:12][CH3:13].O. Product: [CH3:11][N:12]([CH3:13])[C:2]1[NH:6][C:5]2[CH:7]=[CH:8][CH:9]=[CH:10][C:4]=2[N:3]=1. The catalyst class is: 3. (4) Reactant: [NH2:1][C:2]1[N:10]=[C:9]2[C:5]([N:6]=[CH:7][N:8]2[CH2:11][CH2:12]O)=[CH:4][N:3]=1.C(Br)(Br)(Br)[Br:15].C1(P(C2C=CC=CC=2)C2C=CC=CC=2)C=CC=CC=1.O. Product: [NH2:1][C:2]1[N:10]=[C:9]2[C:5]([N:6]=[CH:7][N:8]2[CH2:11][CH2:12][Br:15])=[CH:4][N:3]=1. The catalyst class is: 12. (5) Reactant: Cl[C:2]1[C:3]([C:13]2[C:18]([F:19])=[CH:17][C:16]([F:20])=[CH:15][C:14]=2[F:21])=[C:4]([Cl:12])[C:5]2[C:6]([N:11]=1)=[N:7][CH:8]=[CH:9][N:10]=2.C(=O)([O-])[O-].[K+].[K+].[CH:28]([NH2:31])([CH3:30])[CH3:29]. Product: [Cl:12][C:4]1[C:5]2[C:6](=[N:7][CH:8]=[CH:9][N:10]=2)[N:11]=[C:2]([NH:31][CH:28]([CH3:30])[CH3:29])[C:3]=1[C:13]1[C:18]([F:19])=[CH:17][C:16]([F:20])=[CH:15][C:14]=1[F:21]. The catalyst class is: 241. (6) Reactant: C(N(CC)CC)C.Br[C:9]1[S:10][CH:11]=[C:12]([Br:14])[CH:13]=1.[C:15]([Si:17]([CH3:20])([CH3:19])[CH3:18])#[CH:16]. Product: [Br:14][C:12]1[CH:13]=[C:9]([C:16]#[C:15][Si:17]([CH3:20])([CH3:19])[CH3:18])[S:10][CH:11]=1. The catalyst class is: 356. (7) The catalyst class is: 5. Reactant: [Br:1][C:2]1[CH:13]=[CH:12][CH:11]=[CH:10][C:3]=1[O:4][CH:5]1[CH2:9][CH2:8][NH:7][CH2:6]1.[C:14](O[C:14]([O:16][C:17]([CH3:20])([CH3:19])[CH3:18])=[O:15])([O:16][C:17]([CH3:20])([CH3:19])[CH3:18])=[O:15]. Product: [Br:1][C:2]1[CH:13]=[CH:12][CH:11]=[CH:10][C:3]=1[O:4][CH:5]1[CH2:9][CH2:8][N:7]([C:14]([O:16][C:17]([CH3:20])([CH3:19])[CH3:18])=[O:15])[CH2:6]1.